Dataset: Catalyst prediction with 721,799 reactions and 888 catalyst types from USPTO. Task: Predict which catalyst facilitates the given reaction. Reactant: [OH:1][CH2:2][CH2:3][CH2:4][C:5]1[C:14]2[O:13][CH2:12][C:11](=[O:15])[NH:10][C:9]=2[CH:8]=[CH:7][CH:6]=1.N1C=CN=C1.[Si:21](Cl)([C:24]([CH3:27])([CH3:26])[CH3:25])([CH3:23])[CH3:22]. The catalyst class is: 3. Product: [Si:21]([O:1][CH2:2][CH2:3][CH2:4][C:5]1[C:14]2[O:13][CH2:12][C:11](=[O:15])[NH:10][C:9]=2[CH:8]=[CH:7][CH:6]=1)([C:24]([CH3:27])([CH3:26])[CH3:25])([CH3:23])[CH3:22].